From a dataset of NCI-60 drug combinations with 297,098 pairs across 59 cell lines. Regression. Given two drug SMILES strings and cell line genomic features, predict the synergy score measuring deviation from expected non-interaction effect. (1) Drug 1: CC1C(C(CC(O1)OC2CC(OC(C2O)C)OC3=CC4=CC5=C(C(=O)C(C(C5)C(C(=O)C(C(C)O)O)OC)OC6CC(C(C(O6)C)O)OC7CC(C(C(O7)C)O)OC8CC(C(C(O8)C)O)(C)O)C(=C4C(=C3C)O)O)O)O. Drug 2: CCC1(CC2CC(C3=C(CCN(C2)C1)C4=CC=CC=C4N3)(C5=C(C=C6C(=C5)C78CCN9C7C(C=CC9)(C(C(C8N6C)(C(=O)OC)O)OC(=O)C)CC)OC)C(=O)OC)O.OS(=O)(=O)O. Cell line: OVCAR-8. Synergy scores: CSS=52.5, Synergy_ZIP=0.374, Synergy_Bliss=0.172, Synergy_Loewe=0.0710, Synergy_HSA=-0.310. (2) Drug 1: CC1=CC=C(C=C1)C2=CC(=NN2C3=CC=C(C=C3)S(=O)(=O)N)C(F)(F)F. Drug 2: C1CN(CCN1C(=O)CCBr)C(=O)CCBr. Cell line: SR. Synergy scores: CSS=63.1, Synergy_ZIP=1.78, Synergy_Bliss=3.90, Synergy_Loewe=-12.0, Synergy_HSA=3.54. (3) Drug 1: CCC(=C(C1=CC=CC=C1)C2=CC=C(C=C2)OCCN(C)C)C3=CC=CC=C3.C(C(=O)O)C(CC(=O)O)(C(=O)O)O. Drug 2: C(CC(=O)O)C(=O)CN.Cl. Cell line: SR. Synergy scores: CSS=4.87, Synergy_ZIP=-0.986, Synergy_Bliss=2.61, Synergy_Loewe=-0.203, Synergy_HSA=0.259. (4) Drug 1: CC12CCC3C(C1CCC2O)C(CC4=C3C=CC(=C4)O)CCCCCCCCCS(=O)CCCC(C(F)(F)F)(F)F. Drug 2: COCCOC1=C(C=C2C(=C1)C(=NC=N2)NC3=CC=CC(=C3)C#C)OCCOC.Cl. Cell line: EKVX. Synergy scores: CSS=8.48, Synergy_ZIP=-4.28, Synergy_Bliss=0.357, Synergy_Loewe=-0.305, Synergy_HSA=1.26. (5) Drug 1: CC12CCC3C(C1CCC2=O)CC(=C)C4=CC(=O)C=CC34C. Drug 2: CC1=C(C(=O)C2=C(C1=O)N3CC4C(C3(C2COC(=O)N)OC)N4)N. Cell line: NCI-H522. Synergy scores: CSS=54.7, Synergy_ZIP=-4.09, Synergy_Bliss=3.36, Synergy_Loewe=-4.87, Synergy_HSA=5.38. (6) Drug 1: CC12CCC3C(C1CCC2=O)CC(=C)C4=CC(=O)C=CC34C. Drug 2: CC12CCC3C(C1CCC2OP(=O)(O)O)CCC4=C3C=CC(=C4)OC(=O)N(CCCl)CCCl.[Na+]. Cell line: NCI/ADR-RES. Synergy scores: CSS=-0.206, Synergy_ZIP=-14.5, Synergy_Bliss=-28.1, Synergy_Loewe=-46.0, Synergy_HSA=-28.1. (7) Drug 1: COC1=C(C=C2C(=C1)N=CN=C2NC3=CC(=C(C=C3)F)Cl)OCCCN4CCOCC4. Drug 2: C1=NC2=C(N=C(N=C2N1C3C(C(C(O3)CO)O)F)Cl)N. Cell line: OVCAR-4. Synergy scores: CSS=15.8, Synergy_ZIP=-5.95, Synergy_Bliss=-4.29, Synergy_Loewe=-2.50, Synergy_HSA=-1.84. (8) Drug 1: C1CCC(C(C1)N)N.C(=O)(C(=O)[O-])[O-].[Pt+4]. Drug 2: C(CN)CNCCSP(=O)(O)O. Cell line: MDA-MB-435. Synergy scores: CSS=17.2, Synergy_ZIP=-3.23, Synergy_Bliss=3.90, Synergy_Loewe=-21.1, Synergy_HSA=-1.05.